From a dataset of Full USPTO retrosynthesis dataset with 1.9M reactions from patents (1976-2016). Predict the reactants needed to synthesize the given product. (1) Given the product [F:36][C:37]([F:42])([F:41])[C:38]([OH:40])=[O:39].[Cl:20][C:15]1[CH:14]=[C:13]([CH:12]2[C:11]([C:23]3[CH:28]=[CH:27][C:26]([Cl:29])=[CH:25][C:24]=3[F:30])([C:21]#[N:22])[CH:10]([CH2:31][C:32]([CH3:34])([CH3:35])[CH3:33])[NH:9][CH:8]2[C:6]([OH:7])=[O:5])[CH:18]=[CH:17][C:16]=1[F:19], predict the reactants needed to synthesize it. The reactants are: C([O:5][C:6]([CH:8]1[CH:12]([C:13]2[CH:18]=[CH:17][C:16]([F:19])=[C:15]([Cl:20])[CH:14]=2)[C:11]([C:23]2[CH:28]=[CH:27][C:26]([Cl:29])=[CH:25][C:24]=2[F:30])([C:21]#[N:22])[CH:10]([CH2:31][C:32]([CH3:35])([CH3:34])[CH3:33])[NH:9]1)=[O:7])(C)(C)C.[F:36][C:37]([F:42])([F:41])[C:38]([OH:40])=[O:39]. (2) Given the product [Cl:2][C:3]1[CH:8]=[CH:7][CH:6]=[C:5]([F:9])[C:4]=1[C:10]1[C:14]([C:15]([NH:21][CH:24]2[CH2:25][CH2:18][CH2:13][CH:14]([CH2:10][C:26](=[O:29])[CH2:27][C:8]3[CH:3]=[CH:4][CH:5]=[CH:6][CH:7]=3)[CH2:15]2)=[O:16])=[C:13]([CH3:18])[O:12][N:11]=1, predict the reactants needed to synthesize it. The reactants are: Cl.[Cl:2][C:3]1[CH:8]=[CH:7][CH:6]=[C:5]([F:9])[C:4]=1[C:10]1[C:14]([C:15](Cl)=[O:16])=[C:13]([CH3:18])[O:12][N:11]=1.C([N:21]([CH2:24][CH3:25])CC)C.[C:26]([OH:29])(=O)[CH3:27]. (3) Given the product [OH:45][CH2:44][CH2:43][CH2:42][NH:41][C:25]([NH:24][C:21]1[CH:20]=[CH:19][C:18]([C:6]2[N:7]=[C:8]([N:11]3[CH2:16][CH2:15][O:14][CH2:13][C@@H:12]3[CH3:17])[C:9]3[CH2:10][N:2]([CH3:1])[CH2:3][C:4]=3[N:5]=2)=[CH:23][CH:22]=1)=[O:33], predict the reactants needed to synthesize it. The reactants are: [CH3:1][N:2]1[CH2:10][C:9]2[C:8]([N:11]3[CH2:16][CH2:15][O:14][CH2:13][C@@H:12]3[CH3:17])=[N:7][C:6]([C:18]3[CH:23]=[CH:22][C:21]([NH:24][C:25](=[O:33])OC4C=CC=CC=4)=[CH:20][CH:19]=3)=[N:5][C:4]=2[CH2:3]1.CCN(CC)CC.[NH2:41][CH2:42][CH2:43][CH2:44][OH:45]. (4) Given the product [C:12]([OH:21])(=[O:11])[CH3:17].[Cl:19][C:14]1[CH:13]=[C:12]([CH:17]=[CH:16][C:15]=1[Cl:18])[O:11][CH:8]1[CH2:9][CH2:10][N:5]([CH2:4][C@H:3]([OH:20])[CH2:2][NH:1][S:32]([C:25]2[C:26]3[C:31](=[CH:30][CH:29]=[CH:28][CH:27]=3)[C:22](=[O:21])[NH:23][CH:24]=2)(=[O:33])=[O:34])[CH2:6][CH2:7]1, predict the reactants needed to synthesize it. The reactants are: [NH2:1][CH2:2][C@@H:3]([OH:20])[CH2:4][N:5]1[CH2:10][CH2:9][CH:8]([O:11][C:12]2[CH:17]=[CH:16][C:15]([Cl:18])=[C:14]([Cl:19])[CH:13]=2)[CH2:7][CH2:6]1.[O:21]=[C:22]1[C:31]2[C:26](=[CH:27][CH:28]=[CH:29][CH:30]=2)[C:25]([S:32](Cl)(=[O:34])=[O:33])=[CH:24][NH:23]1.S(Cl)(Cl)(=O)=O. (5) Given the product [Cl:1][C:2]1[CH:3]=[C:4]([CH:12]([C:13]2[NH:58][C:16]([C:18]3[S:19][C:20]([CH2:23][OH:24])=[CH:21][N:22]=3)=[CH:15][CH:14]=2)[CH2:32][C@H:33]2[CH2:53][CH2:52][C:35]3([O:36][C@H:37]([C:46]4[CH:47]=[CH:48][CH:49]=[CH:50][CH:51]=4)[C@@H:38]([C:40]4[CH:41]=[CH:42][CH:43]=[CH:44][CH:45]=4)[O:39]3)[CH2:34]2)[CH:5]=[CH:6][C:7]=1[S:8]([CH3:11])(=[O:10])=[O:9], predict the reactants needed to synthesize it. The reactants are: [Cl:1][C:2]1[CH:3]=[C:4]([CH:12]([CH2:32][C@H:33]2[CH2:53][CH2:52][C:35]3([O:39][C@H:38]([C:40]4[CH:45]=[CH:44][CH:43]=[CH:42][CH:41]=4)[C@@H:37]([C:46]4[CH:51]=[CH:50][CH:49]=[CH:48][CH:47]=4)[O:36]3)[CH2:34]2)[C:13](=O)[CH2:14][CH2:15][C:16]([C:18]2[S:19][C:20]([CH2:23][O:24]C3CCCCO3)=[CH:21][N:22]=2)=O)[CH:5]=[CH:6][C:7]=1[S:8]([CH3:11])(=[O:10])=[O:9].C([O-])(=O)C.[NH4+:58].C(=O)([O-])O.[Na+].